Dataset: Forward reaction prediction with 1.9M reactions from USPTO patents (1976-2016). Task: Predict the product of the given reaction. (1) Given the reactants [CH3:1][O:2][C:3]([C:5]1[CH:6]=[C:7]2[C:12](=[CH:13][CH:14]=1)[CH2:11][CH:10]([O:15][C:16]1[CH:21]=[CH:20][N:19]=[C:18]([C:22]([O:24]C)=[O:23])[CH:17]=1)[CH2:9][CH2:8]2)=[O:4].[OH-].[K+].O, predict the reaction product. The product is: [CH3:1][O:2][C:3]([C:5]1[CH:6]=[C:7]2[C:12](=[CH:13][CH:14]=1)[CH2:11][CH:10]([O:15][C:16]1[CH:21]=[CH:20][N:19]=[C:18]([C:22]([OH:24])=[O:23])[CH:17]=1)[CH2:9][CH2:8]2)=[O:4]. (2) Given the reactants [Cl:1][C:2]1[CH:7]=[CH:6][C:5]([NH2:8])=[CH:4][CH:3]=1.[N+:9]([C:12]1[CH:13]=[C:14]([CH:17]=[CH:18][CH:19]=1)[CH:15]=O)([O-:11])=[O:10], predict the reaction product. The product is: [Cl:1][C:2]1[CH:7]=[CH:6][C:5]([N:8]=[CH:15][C:14]2[CH:17]=[CH:18][CH:19]=[C:12]([N+:9]([O-:11])=[O:10])[CH:13]=2)=[CH:4][CH:3]=1. (3) Given the reactants [NH2:1][C:2]1[CH:3]=[CH:4][CH:5]=[C:6]2[C:10]=1[NH:9][C:8]([C:11]([NH2:13])=[O:12])=[C:7]2[S:14]([N:17]1[CH2:22][CH2:21][O:20][CH2:19][CH2:18]1)(=[O:16])=[O:15].[CH:23]([C:25]1[CH:30]=[CH:29][N:28]=[CH:27][CH:26]=1)=O.[BH4-].[Na+], predict the reaction product. The product is: [N:17]1([S:14]([C:7]2[C:6]3[C:10](=[C:2]([NH:1][CH2:23][C:25]4[CH:30]=[CH:29][N:28]=[CH:27][CH:26]=4)[CH:3]=[CH:4][CH:5]=3)[NH:9][C:8]=2[C:11]([NH2:13])=[O:12])(=[O:16])=[O:15])[CH2:18][CH2:19][O:20][CH2:21][CH2:22]1. (4) Given the reactants [C:1]([NH:4][CH:5]1[CH:9]([OH:10])[CH2:8][N:7]([C:11]([O:13][C:14]([CH3:17])([CH3:16])[CH3:15])=[O:12])[CH2:6]1)(=[O:3])[CH3:2].CC(OI1(OC(C)=O)(OC(C)=O)OC(=O)C2C1=CC=CC=2)=O, predict the reaction product. The product is: [C:1]([NH:4][CH:5]1[C:9](=[O:10])[CH2:8][N:7]([C:11]([O:13][C:14]([CH3:17])([CH3:16])[CH3:15])=[O:12])[CH2:6]1)(=[O:3])[CH3:2]. (5) Given the reactants [Cl:1][C:2]1[CH:7]=[CH:6][CH:5]=[CH:4][C:3]=1[C:8]1[C:12]([C:13](OCC)=[O:14])=[CH:11][N:10]([C:18]2[C:23]([CH3:24])=[CH:22][N:21]=[C:20]([NH:25][C:26]([CH:28]3[CH2:30][CH2:29]3)=[O:27])[CH:19]=2)[N:9]=1.CCC(C)[BH-](C(C)CC)C(C)CC.[Li+], predict the reaction product. The product is: [Cl:1][C:2]1[CH:7]=[CH:6][CH:5]=[CH:4][C:3]=1[C:8]1[C:12]([CH2:13][OH:14])=[CH:11][N:10]([C:18]2[C:23]([CH3:24])=[CH:22][N:21]=[C:20]([NH:25][C:26]([CH:28]3[CH2:29][CH2:30]3)=[O:27])[CH:19]=2)[N:9]=1. (6) Given the reactants BrC1C=CC([C:8]([C:10]2[N:11]([CH3:25])[C:12]([S:15][CH2:16][CH2:17][CH2:18][N:19]3[CH2:24][CH2:23][CH2:22][CH2:21][CH2:20]3)=[N:13][CH:14]=2)=[O:9])=CC=1, predict the reaction product. The product is: [CH3:25][N:11]1[C:10]([CH:8]=[O:9])=[CH:14][N:13]=[C:12]1[S:15][CH2:16][CH2:17][CH2:18][N:19]1[CH2:24][CH2:23][CH2:22][CH2:21][CH2:20]1. (7) Given the reactants [NH2:1][C:2]1[S:3][C:4]([C:7]([O:9]C)=[O:8])=[CH:5][N:6]=1.[Cl:11][C:12]1[CH:13]=[CH:14][C:15]2[S:19][C:18]([S:20](Cl)(=[O:22])=[O:21])=[C:17]([CH3:24])[C:16]=2[CH:25]=1, predict the reaction product. The product is: [Cl:11][C:12]1[CH:13]=[CH:14][C:15]2[S:19][C:18]([S:20]([NH:1][C:2]3[S:3][C:4]([C:7]([OH:9])=[O:8])=[CH:5][N:6]=3)(=[O:22])=[O:21])=[C:17]([CH3:24])[C:16]=2[CH:25]=1. (8) Given the reactants [CH3:1][N:2]([C:4]([NH:6][C:7]([NH2:9])=[NH:8])=[NH:5])[CH3:3].[C:10]([OH:18])(=[O:17])[CH2:11][CH2:12][CH2:13][C:14]([OH:16])=[O:15], predict the reaction product. The product is: [CH3:1][N:2]([C:4]([NH:6][C:7]([NH2:9])=[NH:8])=[NH:5])[CH3:3].[C:10]([O-:18])(=[O:17])[CH2:11][CH2:12][CH2:13][C:14]([O-:16])=[O:15]. (9) Given the reactants [Cl:1][C:2]1[CH:8]=[CH:7][C:5]([NH2:6])=[CH:4][CH:3]=1.[N+:9]([C:12]1[CH:20]=[CH:19][CH:18]=[CH:17][C:13]=1[C:14](Cl)=[O:15])([O-:11])=[O:10], predict the reaction product. The product is: [N+:9]([C:12]1[CH:20]=[CH:19][CH:18]=[CH:17][C:13]=1[C:14]([NH:6][C:5]1[CH:7]=[CH:8][C:2]([Cl:1])=[CH:3][CH:4]=1)=[O:15])([O-:11])=[O:10].